From a dataset of Forward reaction prediction with 1.9M reactions from USPTO patents (1976-2016). Predict the product of the given reaction. (1) Given the reactants [NH:1]1[CH2:6][CH2:5][O:4][CH2:3][CH2:2]1.CS([C:11]1[N:12]=[CH:13][C:14]2[C:19]([C:20]3[CH:25]=[CH:24][CH:23]=[CH:22][CH:21]=3)=[C:18]([C:26]3[CH:31]=[CH:30][C:29]([C:32]4([NH:36][C:37](=[O:43])[O:38][C:39]([CH3:42])([CH3:41])[CH3:40])[CH2:35][CH2:34][CH2:33]4)=[CH:28][CH:27]=3)[O:17][C:15]=2[N:16]=1)(=O)=O, predict the reaction product. The product is: [O:4]1[CH2:5][CH2:6][N:1]([C:11]2[N:12]=[CH:13][C:14]3[C:19]([C:20]4[CH:21]=[CH:22][CH:23]=[CH:24][CH:25]=4)=[C:18]([C:26]4[CH:31]=[CH:30][C:29]([C:32]5([NH:36][C:37](=[O:43])[O:38][C:39]([CH3:41])([CH3:40])[CH3:42])[CH2:33][CH2:34][CH2:35]5)=[CH:28][CH:27]=4)[O:17][C:15]=3[N:16]=2)[CH2:2][CH2:3]1. (2) The product is: [C:6]([O:5][C:3](=[O:4])[CH2:2][O:25][C:22]1[CH:23]=[CH:24][C:19]([O:18][C:17]([F:16])([F:26])[F:27])=[CH:20][CH:21]=1)([CH3:9])([CH3:8])[CH3:7]. Given the reactants Br[CH2:2][C:3]([O:5][C:6]([CH3:9])([CH3:8])[CH3:7])=[O:4].C(=O)([O-])[O-].[K+].[K+].[F:16][C:17]([F:27])([F:26])[O:18][C:19]1[CH:24]=[CH:23][C:22]([OH:25])=[CH:21][CH:20]=1.CN(C=O)C, predict the reaction product. (3) Given the reactants [Br:1][C:2]1[S:13][C:5]2=[N:6][CH:7]=[C:8]([C:11]#[N:12])[C:9](O)=[C:4]2[CH:3]=1.C(=O)(O)[O-].[Na+].P(Cl)(Cl)([Cl:21])=O, predict the reaction product. The product is: [Br:1][C:2]1[S:13][C:5]2=[N:6][CH:7]=[C:8]([C:11]#[N:12])[C:9]([Cl:21])=[C:4]2[CH:3]=1.